This data is from Peptide-MHC class I binding affinity with 185,985 pairs from IEDB/IMGT. The task is: Regression. Given a peptide amino acid sequence and an MHC pseudo amino acid sequence, predict their binding affinity value. This is MHC class I binding data. The peptide sequence is KETINEEAA. The MHC is HLA-A02:02 with pseudo-sequence HLA-A02:02. The binding affinity (normalized) is 0.